Predict the reactants needed to synthesize the given product. From a dataset of Full USPTO retrosynthesis dataset with 1.9M reactions from patents (1976-2016). (1) The reactants are: [C:1]([C:4]1[CH:5]=[C:6]([NH:10][CH:11]([C:15]2[CH:20]=[CH:19][C:18]([O:21][CH3:22])=[C:17]([O:23][CH3:24])[CH:16]=2)[C:12](O)=[O:13])[CH:7]=[CH:8][CH:9]=1)(=[O:3])[NH2:2].Cl.[NH2:26][C@@H:27]([C:33]1[CH:38]=[C:37]([NH:39][C:40]([O:42][CH3:43])=[O:41])[CH:36]=[CH:35][C:34]=1[S:44]([CH:47]([CH3:49])[CH3:48])(=[O:46])=[O:45])[CH2:28][C:29]([O:31]C)=[O:30]. Given the product [C:1]([C:4]1[CH:5]=[C:6]([NH:10][C@H:11]([C:15]2[CH:20]=[CH:19][C:18]([O:21][CH3:22])=[C:17]([O:23][CH3:24])[CH:16]=2)[C:12]([NH:26][C@@H:27]([C:33]2[CH:38]=[C:37]([NH:39][C:40]([O:42][CH3:43])=[O:41])[CH:36]=[CH:35][C:34]=2[S:44]([CH:47]([CH3:49])[CH3:48])(=[O:46])=[O:45])[CH2:28][C:29]([OH:31])=[O:30])=[O:13])[CH:7]=[CH:8][CH:9]=1)(=[O:3])[NH2:2], predict the reactants needed to synthesize it. (2) Given the product [NH2:1][C:2]1[S:3][CH:4]=[C:5]([C:7]2[CH:8]=[CH:9][C:10]([C:11]([OH:13])=[O:12])=[CH:15][CH:16]=2)[N:6]=1, predict the reactants needed to synthesize it. The reactants are: [NH2:1][C:2]1[S:3][CH:4]=[C:5]([C:7]2[CH:16]=[CH:15][C:10]([C:11]([O:13]C)=[O:12])=[CH:9][CH:8]=2)[N:6]=1.O1CCCC1.CO.[OH-].[Na+]. (3) Given the product [ClH:1].[CH2:26]([O:25][CH:23]1[CH2:24][NH:21][CH2:22]1)[CH:27]([CH3:29])[CH3:28], predict the reactants needed to synthesize it. The reactants are: [Cl:1]C(OC(Cl)C)=O.C([N:21]1[CH2:24][CH:23]([O:25][CH2:26][CH:27]([CH3:29])[CH3:28])[CH2:22]1)(C1C=CC=CC=1)C1C=CC=CC=1.CO. (4) Given the product [F:18][C:17]1[CH:16]=[C:15]([F:19])[CH:14]=[CH:13][C:12]=1[C:11]1[CH:6]=[CH:7][C:8]([OH:23])=[C:9]([C:20]([O:22][CH3:24])=[O:21])[CH:10]=1, predict the reactants needed to synthesize it. The reactants are: OS(O)(=O)=O.[CH:6]1[C:11]([C:12]2[CH:13]=[CH:14][C:15]([F:19])=[CH:16][C:17]=2[F:18])=[CH:10][C:9]([C:20]([OH:22])=[O:21])=[C:8]([OH:23])[CH:7]=1.[CH3:24]O. (5) Given the product [N:22]1([C:20](=[O:21])[CH2:19][N:1]2[CH2:6][CH2:5][O:4][CH:3]([CH2:7][NH:8][C:9]([NH:11][C:12]3[CH:17]=[CH:16][CH:15]=[CH:14][CH:13]=3)=[O:10])[CH2:2]2)[C:30]2[C:25](=[CH:26][CH:27]=[CH:28][CH:29]=2)[CH2:24][CH2:23]1, predict the reactants needed to synthesize it. The reactants are: [NH:1]1[CH2:6][CH2:5][O:4][CH:3]([CH2:7][NH:8][C:9]([NH:11][C:12]2[CH:17]=[CH:16][CH:15]=[CH:14][CH:13]=2)=[O:10])[CH2:2]1.Cl[CH2:19][C:20]([N:22]1[C:30]2[C:25](=[CH:26][CH:27]=[CH:28][CH:29]=2)[CH2:24][CH2:23]1)=[O:21]. (6) Given the product [Br:1][C:2]1[CH:7]=[CH:6][C:5]([F:8])=[CH:4][C:3]=1[O:9][CH:17]([F:22])[F:21], predict the reactants needed to synthesize it. The reactants are: [Br:1][C:2]1[CH:7]=[CH:6][C:5]([F:8])=[CH:4][C:3]=1[OH:9].C(=O)([O-])[O-].[Cs+].[Cs+].Cl[C:17]([F:22])([F:21])C([O-])=O.[Na+]. (7) The reactants are: [Br:1][C:2]1[C:3]([CH3:9])=[N:4][C:5](I)=[CH:6][CH:7]=1.[Cu](C#N)[C:11]#[N:12].[C-]#N.[Na+].[OH-].[NH4+]. Given the product [Br:1][C:2]1[CH:7]=[CH:6][C:5]([C:11]#[N:12])=[N:4][C:3]=1[CH3:9], predict the reactants needed to synthesize it. (8) Given the product [CH3:17][O:13][CH:3]1[C:4]2[C:9](=[C:8]([CH3:11])[CH:7]=[CH:6][C:5]=2[Br:12])[CH2:10][CH:2]1[CH3:1], predict the reactants needed to synthesize it. The reactants are: [CH3:1][CH:2]1[CH2:10][C:9]2[C:4](=[C:5]([Br:12])[CH:6]=[CH:7][C:8]=2[CH3:11])[C:3]1=[O:13].Cl.[OH-].[K+].[CH3:17]I.